This data is from Full USPTO retrosynthesis dataset with 1.9M reactions from patents (1976-2016). The task is: Predict the reactants needed to synthesize the given product. (1) The reactants are: [CH3:1][C:2]1[O:16][C:5]2[CH:6]=[CH:7][C:8]3[O:9][CH2:10][C@H:11]([CH2:14][OH:15])[O:12][C:13]=3[C:4]=2[CH:3]=1.[C:17]1([CH3:27])[CH:22]=[CH:21][C:20]([S:23](Cl)(=[O:25])=[O:24])=[CH:19][CH:18]=1. Given the product [CH3:27][C:17]1[CH:22]=[CH:21][C:20]([S:23]([O:15][CH2:14][CH:11]2[CH2:10][O:9][C:8]3[CH:7]=[CH:6][C:5]4[O:16][C:2]([CH3:1])=[CH:3][C:4]=4[C:13]=3[O:12]2)(=[O:25])=[O:24])=[CH:19][CH:18]=1, predict the reactants needed to synthesize it. (2) Given the product [F:1][C:2]([F:20])([F:21])[C:3]1[CH:4]=[C:5]([NH:13][CH2:14][C:15]([OH:17])=[O:16])[CH:6]=[C:7]([C:9]([F:12])([F:11])[F:10])[CH:8]=1, predict the reactants needed to synthesize it. The reactants are: [F:1][C:2]([F:21])([F:20])[C:3]1[CH:4]=[C:5]([NH:13][CH2:14][C:15]([O:17]CC)=[O:16])[CH:6]=[C:7]([C:9]([F:12])([F:11])[F:10])[CH:8]=1.[OH-].[Li+].O1CCOCC1.